This data is from Forward reaction prediction with 1.9M reactions from USPTO patents (1976-2016). The task is: Predict the product of the given reaction. (1) The product is: [CH:26]1([CH2:25][C@H:21]([NH:20][C:18](=[O:19])[O:17][C:13]([CH3:14])([CH3:15])[CH3:16])[C:22]([N:3]([O:4][CH3:6])[CH3:2])=[O:24])[CH2:31][CH2:30][CH2:29][CH2:28][CH2:27]1. Given the reactants Cl.[CH3:2][N:3](C)[OH:4].[CH2:6](N(CC)CC)C.[C:13]([O:17][C:18]([NH:20][C@@H:21]([CH2:25][CH:26]1[CH2:31][CH2:30][CH2:29][CH2:28][CH2:27]1)[C:22]([OH:24])=O)=[O:19])([CH3:16])([CH3:15])[CH3:14].C(OC(Cl)=O)C(C)C.CN1CCOCC1.CN(C)O, predict the reaction product. (2) Given the reactants [Br:1][C:2]1[CH:3]=[C:4]([CH2:8][C:9](=O)[CH2:10]N(C)C)[CH:5]=[CH:6][CH:7]=1.[Cl-].[NH2:16][C:17]([NH2:19])=[NH2+:18].[O-]CC.[Na+].Cl, predict the reaction product. The product is: [Br:1][C:2]1[CH:3]=[C:4]([C:8]2[CH:9]=[CH:10][N:16]=[C:17]([NH2:19])[N:18]=2)[CH:5]=[CH:6][CH:7]=1. (3) Given the reactants Cl[CH2:2][C:3]1[N:4]=[C:5]([CH3:8])[S:6][CH:7]=1.[CH2:9]([O:11][CH:12]([O:15][CH2:16][CH3:17])[CH2:13][NH2:14])[CH3:10], predict the reaction product. The product is: [CH2:9]([O:11][CH:12]([O:15][CH2:16][CH3:17])[CH2:13][NH:14][CH2:2][C:3]1[N:4]=[C:5]([CH3:8])[S:6][CH:7]=1)[CH3:10]. (4) Given the reactants Cl[C:2]1[N:11]=[CH:10][N:9]=[C:8]2[C:3]=1[CH:4]=[N:5][C:6]1[N:7]2[N:12]=[C:13]([CH3:15])[CH:14]=1.[NH2:16][C:17]1[CH:22]=[C:21]([O:23][CH2:24][C:25]2[CH:30]=[CH:29][CH:28]=[C:27]([C:31]([F:34])([F:33])[F:32])[CH:26]=2)[CH:20]=[CH:19][C:18]=1[S:35][C:36]1[CH:41]=[CH:40][C:39]([OH:42])=[CH:38][CH:37]=1, predict the reaction product. The product is: [CH3:15][C:13]1[CH:14]=[C:6]2[N:5]=[CH:4][C:3]3[C:8](=[N:9][CH:10]=[N:11][C:2]=3[NH:16][C:17]3[CH:22]=[C:21]([O:23][CH2:24][C:25]4[CH:30]=[CH:29][CH:28]=[C:27]([C:31]([F:32])([F:33])[F:34])[CH:26]=4)[CH:20]=[CH:19][C:18]=3[S:35][C:36]3[CH:41]=[CH:40][C:39]([OH:42])=[CH:38][CH:37]=3)[N:7]2[N:12]=1.